Dataset: Reaction yield outcomes from USPTO patents with 853,638 reactions. Task: Predict the reaction yield, written as a fraction of the theoretical maximum amount of product (1.0 means a 100% yield; for example, 0.34 means a 34% yield). (1) The reactants are [NH2:1][C@@H:2]1[CH2:7][CH2:6][C@H:5]([N:8]2[C:13](=[O:14])[C:12]3[CH:15]=[C:16]([F:19])[CH:17]=[N:18][C:11]=3[N:10]([C:20]3[CH:21]=[C:22]([C:26]4[CH:31]=[CH:30][CH:29]=[CH:28][C:27]=4[CH2:32][N:33]4[CH2:38][CH2:37][O:36][CH2:35][CH2:34]4)[CH:23]=[CH:24][CH:25]=3)[C:9]2=[O:39])[CH2:4][CH2:3]1.[C:40](O)(=[O:48])[C:41]1[C:42](=[CH:44][CH:45]=[CH:46][CH:47]=1)[OH:43].F[P-](F)(F)(F)(F)F.N1(OC(N(C)C)=[N+](C)C)C2N=CC=CC=2N=N1.C(N(CC)C(C)C)(C)C. The catalyst is CN(C=O)C.C(OCC)(=O)C. The product is [F:19][C:16]1[CH:17]=[N:18][C:11]2[N:10]([C:20]3[CH:21]=[C:22]([C:26]4[CH:31]=[CH:30][CH:29]=[CH:28][C:27]=4[CH2:32][N:33]4[CH2:38][CH2:37][O:36][CH2:35][CH2:34]4)[CH:23]=[CH:24][CH:25]=3)[C:9](=[O:39])[N:8]([C@@H:5]3[CH2:6][CH2:7][C@H:2]([NH:1][C:40](=[O:48])[C:41]4[CH:47]=[CH:46][CH:45]=[CH:44][C:42]=4[OH:43])[CH2:3][CH2:4]3)[C:13](=[O:14])[C:12]=2[CH:15]=1. The yield is 0.120. (2) The reactants are [Cl:1][C:2]1[CH:11]=[C:6]([C:7]([NH:9][NH2:10])=[O:8])[C:5]([OH:12])=[CH:4][CH:3]=1.[F:13][C:14]([F:28])([F:27])[C:15]1[CH:16]=[C:17]([CH:20]=[C:21]([C:23]([F:26])([F:25])[F:24])[CH:22]=1)[CH:18]=O. The catalyst is O. The product is [F:13][C:14]([F:27])([F:28])[C:15]1[CH:16]=[C:17]([CH:20]=[C:21]([C:23]([F:26])([F:24])[F:25])[CH:22]=1)[CH:18]=[N:10][NH:9][C:7](=[O:8])[C:6]1[C:5](=[CH:4][CH:3]=[C:2]([Cl:1])[CH:11]=1)[OH:12]. The yield is 0.768.